Dataset: Catalyst prediction with 721,799 reactions and 888 catalyst types from USPTO. Task: Predict which catalyst facilitates the given reaction. (1) Reactant: Br[C:2]1[CH:7]=[CH:6][CH:5]=[C:4]([CH3:8])[N:3]=1.CCCCCC.C([Li])CCC.[CH3:20][C:21]1[CH:22]=[C:23]([O:26][C:27]=1[CH3:28])[CH:24]=[O:25]. Product: [CH3:20][C:21]1[CH:22]=[C:23]([CH:24]([C:2]2[CH:7]=[CH:6][CH:5]=[C:4]([CH3:8])[N:3]=2)[OH:25])[O:26][C:27]=1[CH3:28]. The catalyst class is: 30. (2) Reactant: [Cl:1][C:2]1[CH:10]=[CH:9][C:5]([C:6](Cl)=[O:7])=[CH:4][CH:3]=1.[OH:11][NH:12][C:13](=[O:17])[O:14][CH2:15][CH3:16].C(N(CC)CC)C. Product: [Cl:1][C:2]1[CH:10]=[CH:9][C:5]([C:6]([O:11][NH:12][C:13](=[O:17])[O:14][CH2:15][CH3:16])=[O:7])=[CH:4][CH:3]=1. The catalyst class is: 27. (3) Reactant: [CH2:1]([O:3][C:4](=[O:16])[C:5]([O:8][C:9]1[CH:10]=[N:11][C:12]([NH2:15])=[CH:13][CH:14]=1)([CH3:7])[CH3:6])[CH3:2].Br[C:18]1[C:19](=[O:26])[N:20]([CH3:25])[N:21]=[C:22]([Cl:24])[CH:23]=1.C([O-])([O-])=O.[Cs+].[Cs+].CC1(C)C2C(=C(P(C3C=CC=CC=3)C3C=CC=CC=3)C=CC=2)OC2C(P(C3C=CC=CC=3)C3C=CC=CC=3)=CC=CC1=2. Product: [CH2:1]([O:3][C:4](=[O:16])[C:5]([O:8][C:9]1[CH:10]=[N:11][C:12]([NH:15][C:18]2[C:19](=[O:26])[N:20]([CH3:25])[N:21]=[C:22]([Cl:24])[CH:23]=2)=[CH:13][CH:14]=1)([CH3:7])[CH3:6])[CH3:2]. The catalyst class is: 62.